Dataset: Full USPTO retrosynthesis dataset with 1.9M reactions from patents (1976-2016). Task: Predict the reactants needed to synthesize the given product. (1) The reactants are: [NH2:1][C:2]1[CH:3]=[CH:4][C:5]([F:19])=[C:6]([C@:8]2([CH3:18])[CH2:14][C:13]([CH3:16])([CH3:15])[O:12][CH2:11][C:10](=[S:17])[NH:9]2)[CH:7]=1.[F:20][C:21]([F:29])([F:28])[C:22]1([C:25](O)=[O:26])[CH2:24][CH2:23]1. Given the product [F:19][C:5]1[CH:4]=[CH:3][C:2]([NH:1][C:25]([C:22]2([C:21]([F:29])([F:28])[F:20])[CH2:24][CH2:23]2)=[O:26])=[CH:7][C:6]=1[C@:8]1([CH3:18])[CH2:14][C:13]([CH3:16])([CH3:15])[O:12][CH2:11][C:10](=[S:17])[NH:9]1, predict the reactants needed to synthesize it. (2) Given the product [C:1]([N:4]1[CH2:9][CH2:8][N:7]([C:10]2[CH:11]=[CH:12][C:13]([NH:16][C:17]3[N:18]=[C:19]([NH:36][C:37]4[CH:38]=[C:39]([CH:43]=[CH:44][CH:45]=4)[C:40]([NH2:42])=[O:41])[C:20]4[CH:25]=[CH:24][NH:23][C:21]=4[N:22]=3)=[CH:14][CH:15]=2)[CH2:6][CH2:5]1)(=[O:3])[CH3:2], predict the reactants needed to synthesize it. The reactants are: [C:1]([N:4]1[CH2:9][CH2:8][N:7]([C:10]2[CH:15]=[CH:14][C:13]([NH:16][C:17]3[N:18]=[C:19]([NH:36][C:37]4[CH:38]=[C:39]([CH:43]=[CH:44][CH:45]=4)[C:40]([NH2:42])=[O:41])[C:20]4[CH:25]=[CH:24][N:23](S(C5C=CC(C)=CC=5)(=O)=O)[C:21]=4[N:22]=3)=[CH:12][CH:11]=2)[CH2:6][CH2:5]1)(=[O:3])[CH3:2].[OH-].[K+]. (3) Given the product [OH:30][CH:31]1[CH2:36][CH2:35][N:34]([CH2:2][C:3]2[N:4]([CH3:29])[C:5]3[C:10]([CH:11]=2)=[CH:9][C:8]([NH:12][C:13]([NH:15][C:16]2[CH:21]=[CH:20][C:19]([O:22][C:23]4[CH:28]=[CH:27][CH:26]=[CH:25][CH:24]=4)=[CH:18][CH:17]=2)=[O:14])=[CH:7][CH:6]=3)[CH2:33][CH2:32]1, predict the reactants needed to synthesize it. The reactants are: O[CH2:2][C:3]1[N:4]([CH3:29])[C:5]2[C:10]([CH:11]=1)=[CH:9][C:8]([NH:12][C:13]([NH:15][C:16]1[CH:21]=[CH:20][C:19]([O:22][C:23]3[CH:28]=[CH:27][CH:26]=[CH:25][CH:24]=3)=[CH:18][CH:17]=1)=[O:14])=[CH:7][CH:6]=2.[OH:30][CH:31]1[CH2:36][CH2:35][NH:34][CH2:33][CH2:32]1.